Dataset: Peptide-MHC class I binding affinity with 185,985 pairs from IEDB/IMGT. Task: Regression. Given a peptide amino acid sequence and an MHC pseudo amino acid sequence, predict their binding affinity value. This is MHC class I binding data. The peptide sequence is RIYRKGNPL. The MHC is HLA-B45:06 with pseudo-sequence HLA-B45:06. The binding affinity (normalized) is 0.213.